Dataset: Reaction yield outcomes from USPTO patents with 853,638 reactions. Task: Predict the reaction yield, written as a fraction of the theoretical maximum amount of product (1.0 means a 100% yield; for example, 0.34 means a 34% yield). (1) The reactants are [C:1]([O:5][C:6](=[O:36])[CH2:7][O:8][C:9]1[CH:14]=[CH:13][C:12]([C:15]2S[C:18](C)=[N:17][C:16]=2C)=[CH:11][C:10]=1[C:22]#[C:23][C:24]1[CH:29]=[CH:28][CH:27]=[C:26]([S:30]([CH2:33][CH2:34][CH3:35])(=[O:32])=[O:31])[CH:25]=1)([CH3:4])([CH3:3])[CH3:2].C(OC(=O)COC1C=CC(Br)=CC=1C#CC1C=CC=C(S(CCC)(=O)=O)C=1)(C)(C)C.[CH3:67][N:68]1C=C(B(O)O)C=N1. No catalyst specified. The product is [C:1]([O:5][C:6](=[O:36])[CH2:7][O:8][C:9]1[CH:14]=[CH:13][C:12]([C:15]2[CH:67]=[N:68][N:17]([CH3:18])[CH:16]=2)=[CH:11][C:10]=1[C:22]#[C:23][C:24]1[CH:29]=[CH:28][CH:27]=[C:26]([S:30]([CH2:33][CH2:34][CH3:35])(=[O:32])=[O:31])[CH:25]=1)([CH3:3])([CH3:2])[CH3:4]. The yield is 0.790. (2) The reactants are CC([O-])(C)C.[K+].CC1C=CC(S([CH2:17][N+:18]#[C-])(=O)=O)=CC=1.[CH2:20]([O:27][C:28]1[CH:35]=[CH:34][C:31]([CH:32]=O)=[CH:30][C:29]=1[Cl:36])[C:21]1[CH:26]=[CH:25][CH:24]=[CH:23][CH:22]=1.CO. The catalyst is C1COCC1.O. The product is [CH2:20]([O:27][C:28]1[CH:35]=[CH:34][C:31]([CH2:32][C:17]#[N:18])=[CH:30][C:29]=1[Cl:36])[C:21]1[CH:26]=[CH:25][CH:24]=[CH:23][CH:22]=1. The yield is 0.340.